Dataset: Peptide-MHC class II binding affinity with 134,281 pairs from IEDB. Task: Regression. Given a peptide amino acid sequence and an MHC pseudo amino acid sequence, predict their binding affinity value. This is MHC class II binding data. The peptide sequence is TLVSAVAANELGMLED. The MHC is HLA-DQA10501-DQB10303 with pseudo-sequence HLA-DQA10501-DQB10303. The binding affinity (normalized) is 0.550.